The task is: Predict the reactants needed to synthesize the given product.. This data is from Full USPTO retrosynthesis dataset with 1.9M reactions from patents (1976-2016). (1) Given the product [CH:1]1([NH:4][C:5]([C:7]2[C:16](=[O:17])[C:15]3[C:10](=[N:11][CH:12]=[CH:13][CH:14]=3)[N:9]([C:18]3[CH:23]=[CH:22][CH:21]=[C:20]([C:24]4[CH:25]=[CH:26][C:27]([S:30]([CH2:31][CH3:32])=[O:46])=[CH:28][CH:29]=4)[CH:19]=3)[CH:8]=2)=[O:6])[CH2:3][CH2:2]1, predict the reactants needed to synthesize it. The reactants are: [CH:1]1([NH:4][C:5]([C:7]2[C:16](=[O:17])[C:15]3[C:10](=[N:11][CH:12]=[CH:13][CH:14]=3)[N:9]([C:18]3[CH:23]=[CH:22][CH:21]=[C:20]([C:24]4[CH:29]=[CH:28][C:27]([S:30][CH2:31][CH3:32])=[CH:26][CH:25]=4)[CH:19]=3)[CH:8]=2)=[O:6])[CH2:3][CH2:2]1.C(Cl)Cl.O.O.O.O.O.O.C(O[O-])(=O)C1C(=CC=CC=1)C([O-])=[O:46].[Mg+2]. (2) The reactants are: [F:1][C:2]([F:20])([F:19])[C:3]1[CH:4]=[C:5]([S:9]([N:12]2[CH2:16][CH2:15][C@H:14]([O:17][NH2:18])[CH2:13]2)(=[O:11])=[O:10])[CH:6]=[CH:7][CH:8]=1.[OH:21]N1C2C=CC=CC=2N=N1.[F:31][C:32]1[CH:40]=[CH:39]C(C(O)=O)=[CH:34][CH:33]=1.C(N(CC)[CH:45]([CH3:47])[CH3:46])(C)C. Given the product [F:31][C:32]1[CH:40]=[CH:39][C:47]([CH2:45][C:46]([NH:18][O:17][C@H:14]2[CH2:15][CH2:16][N:12]([S:9]([C:5]3[CH:6]=[CH:7][CH:8]=[C:3]([C:2]([F:1])([F:19])[F:20])[CH:4]=3)(=[O:11])=[O:10])[CH2:13]2)=[O:21])=[CH:34][CH:33]=1, predict the reactants needed to synthesize it. (3) Given the product [CH2:1]([O:3][C:4]([C:6]1[N:7]([C:26]2[CH:31]=[CH:30][C:29]([O:32][CH:33]([CH3:35])[CH3:34])=[CH:28][CH:27]=2)[C:8]2[C:13]([C:14]=1[NH:45][CH2:44][CH2:43][CH2:42][C:36]1[CH:41]=[CH:40][CH:39]=[CH:38][CH:37]=1)=[CH:12][C:11]([C:16]1[CH:21]=[CH:20][C:19]([O:22][CH:23]([CH3:25])[CH3:24])=[CH:18][CH:17]=1)=[CH:10][CH:9]=2)=[O:5])[CH3:2], predict the reactants needed to synthesize it. The reactants are: [CH2:1]([O:3][C:4]([C:6]1[N:7]([C:26]2[CH:31]=[CH:30][C:29]([O:32][CH:33]([CH3:35])[CH3:34])=[CH:28][CH:27]=2)[C:8]2[C:13]([C:14]=1Br)=[CH:12][C:11]([C:16]1[CH:21]=[CH:20][C:19]([O:22][CH:23]([CH3:25])[CH3:24])=[CH:18][CH:17]=1)=[CH:10][CH:9]=2)=[O:5])[CH3:2].[C:36]1([CH2:42][CH2:43][CH2:44][NH2:45])[CH:41]=[CH:40][CH:39]=[CH:38][CH:37]=1.C1C=CC(P(C2C(C3C(P(C4C=CC=CC=4)C4C=CC=CC=4)=CC=C4C=3C=CC=C4)=C3C(C=CC=C3)=CC=2)C2C=CC=CC=2)=CC=1.C([O-])([O-])=O.[Cs+].[Cs+]. (4) Given the product [CH3:12][S:13][S:1][C:2]1[CH:7]=[CH:6][CH:5]=[CH:4][C:3]=1[CH2:8][C:9]([OH:11])=[O:10], predict the reactants needed to synthesize it. The reactants are: [SH:1][C:2]1[CH:7]=[CH:6][CH:5]=[CH:4][C:3]=1[CH2:8][C:9]([OH:11])=[O:10].[CH3:12][S:13](=S)(OC)=O. (5) Given the product [C:3]([C:7]1[N:11]([CH2:12][CH:13]2[CH2:18][CH2:17][CH2:16][CH2:15][CH2:14]2)[C:10]2[CH:19]=[CH:20][C:21]([N:23]([CH3:28])[C:24](=[O:26])[CH3:25])=[CH:22][C:9]=2[N:8]=1)([CH3:6])([CH3:4])[CH3:5], predict the reactants needed to synthesize it. The reactants are: [H-].[Na+].[C:3]([C:7]1[N:11]([CH2:12][CH:13]2[CH2:18][CH2:17][CH2:16][CH2:15][CH2:14]2)[C:10]2[CH:19]=[CH:20][C:21]([NH:23][C:24](=[O:26])[CH3:25])=[CH:22][C:9]=2[N:8]=1)([CH3:6])([CH3:5])[CH3:4].I[CH3:28]. (6) Given the product [C:7]1([C:5]2[N:6]=[C:2]([N:19]3[CH2:20][CH2:21][CH:17]([C:15]([O:14][CH3:13])=[O:16])[CH2:18]3)[S:3][CH:4]=2)[CH:12]=[CH:11][CH:10]=[CH:9][CH:8]=1, predict the reactants needed to synthesize it. The reactants are: Br[C:2]1[S:3][CH:4]=[C:5]([C:7]2[CH:12]=[CH:11][CH:10]=[CH:9][CH:8]=2)[N:6]=1.[CH3:13][O:14][C:15]([CH:17]1[CH2:21][CH2:20][NH:19][CH2:18]1)=[O:16].P([O-])([O-])([O-])=O.[K+].[K+].[K+].C(P(C(C)(C)C)C(C)(C)C)(C)(C)C.